From a dataset of Reaction yield outcomes from USPTO patents with 853,638 reactions. Predict the reaction yield, written as a fraction of the theoretical maximum amount of product (1.0 means a 100% yield; for example, 0.34 means a 34% yield). (1) The reactants are [CH3:1][C:2]1[O:6][N:5]=[C:4]([C:7]2[CH:12]=[CH:11][N:10]=[CH:9][N:8]=2)[C:3]=1[CH2:13][O:14][C:15]1[CH:23]=[CH:22][C:18]([C:19]([OH:21])=O)=[CH:17][N:16]=1.ClC1C=[C:27]([C:31]2[C:35](COC3C=CC(C(O)=O)=CN=3)=C(C)O[N:32]=2)C=CC=1.C(N)(C)C. No catalyst specified. The product is [CH:31]([NH:32][C:19](=[O:21])[C:18]1[CH:22]=[CH:23][C:15]([O:14][CH2:13][C:3]2[C:4]([C:7]3[CH:12]=[CH:11][N:10]=[CH:9][N:8]=3)=[N:5][O:6][C:2]=2[CH3:1])=[N:16][CH:17]=1)([CH3:35])[CH3:27]. The yield is 0.730. (2) The reactants are [C:1]([O:4][CH2:5][C:6]1[C:7]([N:21]2[CH2:33][CH2:32][N:24]3[C:25]4[CH2:26][CH2:27][CH2:28][CH2:29][C:30]=4[CH:31]=[C:23]3[C:22]2=[O:34])=[N:8][CH:9]=[CH:10][C:11]=1[C:12]1[CH:17]=[C:16](Br)[C:15](=[O:19])[N:14]([CH3:20])[CH:13]=1)(=[O:3])[CH3:2].[CH3:35][N:36]1[CH:41]([CH3:42])[CH2:40][N:39]2[N:43]=[C:44]([NH2:46])[CH:45]=[C:38]2[CH2:37]1.C(=O)([O-])[O-].[Cs+].[Cs+].CC1(C)C2C(=C(P(C3C=CC=CC=3)C3C=CC=CC=3)C=CC=2)OC2C(P(C3C=CC=CC=3)C3C=CC=CC=3)=CC=CC1=2. The catalyst is C1C=CC(/C=C/C(/C=C/C2C=CC=CC=2)=O)=CC=1.C1C=CC(/C=C/C(/C=C/C2C=CC=CC=2)=O)=CC=1.C1C=CC(/C=C/C(/C=C/C2C=CC=CC=2)=O)=CC=1.[Pd].[Pd].O1CCOCC1. The product is [C:1]([O:4][CH2:5][C:6]1[C:7]([N:21]2[CH2:33][CH2:32][N:24]3[C:25]4[CH2:26][CH2:27][CH2:28][CH2:29][C:30]=4[CH:31]=[C:23]3[C:22]2=[O:34])=[N:8][CH:9]=[CH:10][C:11]=1[C:12]1[CH:17]=[C:16]([NH:46][C:44]2[CH:45]=[C:38]3[CH2:37][N:36]([CH3:35])[CH:41]([CH3:42])[CH2:40][N:39]3[N:43]=2)[C:15](=[O:19])[N:14]([CH3:20])[CH:13]=1)(=[O:3])[CH3:2]. The yield is 0.130. (3) The reactants are [CH3:1][O:2][C:3]1[N:8]=[C:7]([NH2:9])[C:6]([N+:10]([O-:12])=[O:11])=[CH:5][CH:4]=1.C1C(=O)N([Br:20])C(=O)C1. The catalyst is CN(C=O)C. The product is [Br:20][C:4]1[CH:5]=[C:6]([N+:10]([O-:12])=[O:11])[C:7]([NH2:9])=[N:8][C:3]=1[O:2][CH3:1]. The yield is 0.920. (4) The reactants are [CH:1]1[C:13]2[CH:12]([CH2:14][O:15][C:16]([N:18]([CH3:23])[CH2:19][C:20]([OH:22])=[O:21])=[O:17])[C:11]3[C:6](=[CH:7][CH:8]=[CH:9][CH:10]=3)[C:5]=2[CH:4]=[CH:3][CH:2]=1.C(N(C(C)C)C(C)C)C.Br[CH2:34][C:35]([O:37][C:38]([CH3:41])([CH3:40])[CH3:39])=[O:36]. The catalyst is C(Cl)Cl. The product is [CH:10]1[C:11]2[CH:12]([CH2:14][O:15][C:16]([N:18]([CH3:23])[CH2:19][C:20]([O:22][CH2:34][C:35]([O:37][C:38]([CH3:41])([CH3:40])[CH3:39])=[O:36])=[O:21])=[O:17])[C:13]3[C:5](=[CH:4][CH:3]=[CH:2][CH:1]=3)[C:6]=2[CH:7]=[CH:8][CH:9]=1. The yield is 0.870. (5) The reactants are [Cl:1][C:2]1[CH:9]=[CH:8][C:5]([CH:6]=O)=[C:4]([N+]([O-])=O)[CH:3]=1.C(=O)([O-])[O-].[K+].[K+].[C:19]([O:23][CH3:24])(=[O:22])[CH2:20][SH:21]. The catalyst is CN(C=O)C. The product is [CH3:24][O:23][C:19]([C:20]1[S:21][C:4]2[CH:3]=[C:2]([Cl:1])[CH:9]=[CH:8][C:5]=2[CH:6]=1)=[O:22]. The yield is 0.860. (6) The reactants are [CH:1]([C:4]1[N:8]2[N:9]=[C:10]([CH:13]=[N:14][CH3:15])[CH:11]=[CH:12][C:7]2=[N:6][N:5]=1)([CH3:3])[CH3:2].[F:16][C:17]1[CH:22]=[C:21]([F:23])[CH:20]=[CH:19][C:18]=1[CH:24]([N+:35]#[C-:36])S(C1C=CC(C)=CC=1)(=O)=O.C([O-])([O-])=O.[K+].[K+]. The catalyst is CN(C=O)C. The product is [F:16][C:17]1[CH:22]=[C:21]([F:23])[CH:20]=[CH:19][C:18]=1[C:24]1[N:35]=[CH:36][N:14]([CH3:15])[C:13]=1[C:10]1[CH:11]=[CH:12][C:7]2[N:8]([C:4]([CH:1]([CH3:2])[CH3:3])=[N:5][N:6]=2)[N:9]=1. The yield is 0.230.